The task is: Binary Classification. Given a drug SMILES string, predict its activity (active/inactive) in a high-throughput screening assay against a specified biological target.. This data is from HIV replication inhibition screening data with 41,000+ compounds from the AIDS Antiviral Screen. (1) The molecule is COC(NC(=O)Nc1ccc(C)cc1)(C(F)(F)F)C(F)(F)F. The result is 0 (inactive). (2) The compound is Cn1c(=S)c2c(nc(SCCc3ccccc3)n2CCc2ccccc2)n(C)c1=O. The result is 0 (inactive). (3) The drug is CCOC(=O)CC1NC(=O)CS1. The result is 0 (inactive). (4) The molecule is COc1ccc(C=CC(=O)c2sc(-n3nc(-c4ccccc4)cc3-c3ccccc3)nc2C)cc1OC. The result is 0 (inactive). (5) The result is 0 (inactive). The molecule is c1cc2sc3ccc(OCCCN4CCCCC4)cc3c2cc1OCCCN1CCCCC1. (6) The compound is Oc1csc2n(-c3ccccc3)c3ccccc3[n+]12. The result is 0 (inactive). (7) The compound is O=C1CCC2(c3ccc(F)cc3)Nc3cc(Cl)ccc3N12. The result is 0 (inactive).